Dataset: NCI-60 drug combinations with 297,098 pairs across 59 cell lines. Task: Regression. Given two drug SMILES strings and cell line genomic features, predict the synergy score measuring deviation from expected non-interaction effect. (1) Drug 1: CC(CN1CC(=O)NC(=O)C1)N2CC(=O)NC(=O)C2. Drug 2: COC1=C2C(=CC3=C1OC=C3)C=CC(=O)O2. Cell line: OVCAR-4. Synergy scores: CSS=17.7, Synergy_ZIP=-3.68, Synergy_Bliss=1.28, Synergy_Loewe=2.16, Synergy_HSA=1.90. (2) Drug 1: CC1=C2C(C(=O)C3(C(CC4C(C3C(C(C2(C)C)(CC1OC(=O)C(C(C5=CC=CC=C5)NC(=O)OC(C)(C)C)O)O)OC(=O)C6=CC=CC=C6)(CO4)OC(=O)C)OC)C)OC. Drug 2: C1C(C(OC1N2C=NC3=C(N=C(N=C32)Cl)N)CO)O. Cell line: NCI-H226. Synergy scores: CSS=25.6, Synergy_ZIP=0.305, Synergy_Bliss=-0.374, Synergy_Loewe=-13.7, Synergy_HSA=-0.934. (3) Drug 1: C1CCC(CC1)NC(=O)N(CCCl)N=O. Drug 2: C1CC(C1)(C(=O)O)C(=O)O.[NH2-].[NH2-].[Pt+2]. Cell line: IGROV1. Synergy scores: CSS=55.7, Synergy_ZIP=-4.14, Synergy_Bliss=-2.04, Synergy_Loewe=0.611, Synergy_HSA=3.39. (4) Drug 1: C1=CC(=CC=C1C#N)C(C2=CC=C(C=C2)C#N)N3C=NC=N3. Drug 2: CCC1=C2CN3C(=CC4=C(C3=O)COC(=O)C4(CC)O)C2=NC5=C1C=C(C=C5)O. Cell line: MDA-MB-231. Synergy scores: CSS=12.2, Synergy_ZIP=-2.96, Synergy_Bliss=1.55, Synergy_Loewe=-13.4, Synergy_HSA=-3.37. (5) Drug 1: COC1=NC(=NC2=C1N=CN2C3C(C(C(O3)CO)O)O)N. Drug 2: C(CN)CNCCSP(=O)(O)O. Cell line: UO-31. Synergy scores: CSS=-5.67, Synergy_ZIP=3.17, Synergy_Bliss=2.52, Synergy_Loewe=-4.88, Synergy_HSA=-5.07. (6) Drug 1: CC(C1=C(C=CC(=C1Cl)F)Cl)OC2=C(N=CC(=C2)C3=CN(N=C3)C4CCNCC4)N. Drug 2: C(CCl)NC(=O)N(CCCl)N=O. Cell line: LOX IMVI. Synergy scores: CSS=12.2, Synergy_ZIP=-6.13, Synergy_Bliss=-7.03, Synergy_Loewe=-5.74, Synergy_HSA=-4.98. (7) Drug 1: C1=CN(C(=O)N=C1N)C2C(C(C(O2)CO)O)O.Cl. Drug 2: CC1CCCC2(C(O2)CC(NC(=O)CC(C(C(=O)C(C1O)C)(C)C)O)C(=CC3=CSC(=N3)C)C)C. Cell line: SF-295. Synergy scores: CSS=36.3, Synergy_ZIP=-4.34, Synergy_Bliss=-5.37, Synergy_Loewe=-21.8, Synergy_HSA=-3.03.